From a dataset of Forward reaction prediction with 1.9M reactions from USPTO patents (1976-2016). Predict the product of the given reaction. (1) The product is: [F:1][C:2]1[CH:3]=[C:4]([CH:26]([NH:35][S@:33]([C:30]([CH3:32])([CH3:31])[CH3:29])=[O:34])[CH3:27])[CH:5]=[CH:6][C:7]=1[C:8]1[S:9][C:10]2[C:15]([N:16]=1)=[CH:14][CH:13]=[C:12]([C:17]1([C:20]3[CH:25]=[CH:24][CH:23]=[CH:22][CH:21]=3)[CH2:19][CH2:18]1)[N:11]=2. Given the reactants [F:1][C:2]1[CH:3]=[C:4]([C:26](=O)[CH3:27])[CH:5]=[CH:6][C:7]=1[C:8]1[S:9][C:10]2[C:15]([N:16]=1)=[CH:14][CH:13]=[C:12]([C:17]1([C:20]3[CH:25]=[CH:24][CH:23]=[CH:22][CH:21]=3)[CH2:19][CH2:18]1)[N:11]=2.[CH3:29][C:30]([S@:33]([NH2:35])=[O:34])([CH3:32])[CH3:31].CCC(C)[BH-](C(C)CC)C(C)CC.[Li+].CO, predict the reaction product. (2) Given the reactants Cl.FC(F)(F)C(O)=O.[F:9][C:10]1[CH:45]=[CH:44][CH:43]=[C:42]([F:46])[C:11]=1[CH2:12][O:13][C:14]1[C:15]2[N:16]([C:21]([C:25]([NH:27][CH:28]3[CH2:34][CH2:33][CH2:32][CH2:31][N:30](C(OC(C)(C)C)=O)[CH2:29]3)=[O:26])=[C:22]([CH3:24])[N:23]=2)[CH:17]=[C:18]([CH3:20])[CH:19]=1, predict the reaction product. The product is: [NH:30]1[CH2:31][CH2:32][CH2:33][CH2:34][CH:28]([NH:27][C:25]([C:21]2[N:16]3[CH:17]=[C:18]([CH3:20])[CH:19]=[C:14]([O:13][CH2:12][C:11]4[C:42]([F:46])=[CH:43][CH:44]=[CH:45][C:10]=4[F:9])[C:15]3=[N:23][C:22]=2[CH3:24])=[O:26])[CH2:29]1. (3) The product is: [NH2:28][C:25]1[CH:24]=[CH:23][C:22]([C:20]([NH:19][C:16]2[CH:17]=[C:18]3[C:13](=[CH:14][CH:15]=2)[NH:12][N:11]=[C:10]3[C:4]2[CH:5]=[CH:6][CH:7]=[CH:8][CH:9]=2)=[O:21])=[CH:27][CH:26]=1. Given the reactants C([C:4]1([C:10]2[C:18]3[C:13](=[CH:14][CH:15]=[C:16]([NH:19][C:20]([C:22]4[CH:27]=[CH:26][C:25]([NH2:28])=[CH:24][CH:23]=4)=[O:21])[CH:17]=3)[NH:12][N:11]=2)[CH:9]=[CH:8][CH:7]=[CH:6][CH2:5]1)(=O)C.Cl, predict the reaction product.